Dataset: Full USPTO retrosynthesis dataset with 1.9M reactions from patents (1976-2016). Task: Predict the reactants needed to synthesize the given product. (1) Given the product [Br:1][C:2]1[CH:3]=[C:4]([C:8]([F:11])=[CH:9][N:10]=1)[C:5]([O:7][CH3:16])=[O:6], predict the reactants needed to synthesize it. The reactants are: [Br:1][C:2]1[CH:3]=[C:4]([C:8]([F:11])=[CH:9][N:10]=1)[C:5]([OH:7])=[O:6].S(Cl)(Cl)=O.[CH3:16]O. (2) Given the product [F:11][C:12]1[CH:19]=[CH:18][C:17]([O:20][CH3:21])=[CH:16][C:13]=1[C:14]1[NH:1][N:2]=[C:3]([C:5]2[CH:10]=[CH:9][CH:8]=[CH:7][N:6]=2)[N:4]=1, predict the reactants needed to synthesize it. The reactants are: [NH2:1][NH:2][C:3]([C:5]1[CH:10]=[CH:9][CH:8]=[CH:7][N:6]=1)=[NH:4].[F:11][C:12]1[CH:19]=[CH:18][C:17]([O:20][CH3:21])=[CH:16][C:13]=1[CH:14]=O.